From a dataset of Forward reaction prediction with 1.9M reactions from USPTO patents (1976-2016). Predict the product of the given reaction. (1) Given the reactants C1(P(C2C=CC=CC=2)C2C=CC=CC=2)C=CC=CC=1.O1CCOCC1.Br[C:27]1[N:35]2[C:30]([CH:31]=[N:32][C:33]([S:36][CH3:37])=[N:34]2)=[CH:29][CH:28]=1.[CH3:38][O:39][C:40]1[CH:45]=[CH:44][CH:43]=[CH:42][C:41]=1B(O)O.CN(C)C=O.C(=O)([O-])[O-].[Na+].[Na+].O, predict the reaction product. The product is: [CH3:38][O:39][C:40]1[CH:45]=[CH:44][CH:43]=[CH:42][C:41]=1[C:27]1[N:35]2[C:30]([CH:31]=[N:32][C:33]([S:36][CH3:37])=[N:34]2)=[CH:29][CH:28]=1. (2) Given the reactants [Cl:1][C:2]1[CH:3]=[C:4]([CH:8]([C:10]2[CH:14]=[C:13]([CH:15]3[O:19]CCO3)[S:12][CH:11]=2)[NH2:9])[CH:5]=[CH:6][CH:7]=1.Cl.CCO.O.C(N(CC)C(C)C)(C)C.[C:34]([O:38][C:39](O[C:39]([O:38][C:34]([CH3:37])([CH3:36])[CH3:35])=[O:40])=[O:40])([CH3:37])([CH3:36])[CH3:35], predict the reaction product. The product is: [Cl:1][C:2]1[CH:3]=[C:4]([CH:8]([NH:9][C:39](=[O:40])[O:38][C:34]([CH3:37])([CH3:36])[CH3:35])[C:10]2[CH:14]=[C:13]([CH:15]=[O:19])[S:12][CH:11]=2)[CH:5]=[CH:6][CH:7]=1. (3) Given the reactants [F:1][C:2]1[C:7]([F:8])=[CH:6][CH:5]=[C:4]([N+:9]([O-:11])=[O:10])[C:3]=1[OH:12].[C:13](=O)([O-])[O-].[K+].[K+].CI.O, predict the reaction product. The product is: [F:8][C:7]1[CH:6]=[CH:5][C:4]([N+:9]([O-:11])=[O:10])=[C:3]([O:12][CH3:13])[C:2]=1[F:1]. (4) Given the reactants Cl.Cl.[NH2:3][CH:4]1[CH2:9][CH2:8][N:7]([C:10]2[C:20]([C:21]#[N:22])=[CH:19][C:13]([C:14]([O:16][CH2:17][CH3:18])=[O:15])=[C:12]([CH3:23])[N:11]=2)[CH2:6][CH2:5]1.CCN(C(C)C)C(C)C.[Cl:33][C:34]1[CH:39]=[CH:38][C:37]([S:40]([N:43]=[C:44]=[O:45])(=[O:42])=[O:41])=[CH:36][CH:35]=1.CCOC(C)=O, predict the reaction product. The product is: [Cl:33][C:34]1[CH:35]=[CH:36][C:37]([S:40]([NH:43][C:44]([NH:3][CH:4]2[CH2:9][CH2:8][N:7]([C:10]3[C:20]([C:21]#[N:22])=[CH:19][C:13]([C:14]([O:16][CH2:17][CH3:18])=[O:15])=[C:12]([CH3:23])[N:11]=3)[CH2:6][CH2:5]2)=[O:45])(=[O:41])=[O:42])=[CH:38][CH:39]=1.